Dataset: NCI-60 drug combinations with 297,098 pairs across 59 cell lines. Task: Regression. Given two drug SMILES strings and cell line genomic features, predict the synergy score measuring deviation from expected non-interaction effect. (1) Drug 1: CN1C2=C(C=C(C=C2)N(CCCl)CCCl)N=C1CCCC(=O)O.Cl. Drug 2: C(CN)CNCCSP(=O)(O)O. Cell line: MALME-3M. Synergy scores: CSS=6.32, Synergy_ZIP=3.70, Synergy_Bliss=0.873, Synergy_Loewe=-5.65, Synergy_HSA=1.99. (2) Drug 1: CC1=CC=C(C=C1)C2=CC(=NN2C3=CC=C(C=C3)S(=O)(=O)N)C(F)(F)F. Drug 2: COC1=NC(=NC2=C1N=CN2C3C(C(C(O3)CO)O)O)N. Cell line: SF-539. Synergy scores: CSS=1.42, Synergy_ZIP=2.39, Synergy_Bliss=5.46, Synergy_Loewe=-1.10, Synergy_HSA=0.0417. (3) Drug 1: CC1=C2C(C(=O)C3(C(CC4C(C3C(C(C2(C)C)(CC1OC(=O)C(C(C5=CC=CC=C5)NC(=O)C6=CC=CC=C6)O)O)OC(=O)C7=CC=CC=C7)(CO4)OC(=O)C)O)C)OC(=O)C. Drug 2: CC12CCC3C(C1CCC2OP(=O)(O)O)CCC4=C3C=CC(=C4)OC(=O)N(CCCl)CCCl.[Na+]. Cell line: PC-3. Synergy scores: CSS=61.0, Synergy_ZIP=19.3, Synergy_Bliss=18.2, Synergy_Loewe=3.89, Synergy_HSA=19.6. (4) Drug 1: CC12CCC(CC1=CCC3C2CCC4(C3CC=C4C5=CN=CC=C5)C)O. Synergy scores: CSS=-2.61, Synergy_ZIP=-20.3, Synergy_Bliss=-47.7, Synergy_Loewe=-47.9, Synergy_HSA=-45.8. Cell line: SR. Drug 2: C1=NC2=C(N1)C(=S)N=CN2. (5) Drug 1: CC1OCC2C(O1)C(C(C(O2)OC3C4COC(=O)C4C(C5=CC6=C(C=C35)OCO6)C7=CC(=C(C(=C7)OC)O)OC)O)O. Drug 2: CN1C(=O)N2C=NC(=C2N=N1)C(=O)N. Cell line: TK-10. Synergy scores: CSS=25.3, Synergy_ZIP=-6.40, Synergy_Bliss=1.30, Synergy_Loewe=-22.4, Synergy_HSA=-1.60. (6) Drug 1: CCCS(=O)(=O)NC1=C(C(=C(C=C1)F)C(=O)C2=CNC3=C2C=C(C=N3)C4=CC=C(C=C4)Cl)F. Drug 2: CC1C(C(CC(O1)OC2CC(OC(C2O)C)OC3=CC4=CC5=C(C(=O)C(C(C5)C(C(=O)C(C(C)O)O)OC)OC6CC(C(C(O6)C)O)OC7CC(C(C(O7)C)O)OC8CC(C(C(O8)C)O)(C)O)C(=C4C(=C3C)O)O)O)O. Cell line: OVCAR-8. Synergy scores: CSS=6.12, Synergy_ZIP=28.0, Synergy_Bliss=27.4, Synergy_Loewe=27.3, Synergy_HSA=25.2. (7) Drug 1: C(CC(=O)O)C(=O)CN.Cl. Drug 2: CC(C)CN1C=NC2=C1C3=CC=CC=C3N=C2N. Cell line: RXF 393. Synergy scores: CSS=4.27, Synergy_ZIP=-2.95, Synergy_Bliss=-1.14, Synergy_Loewe=-2.17, Synergy_HSA=-2.14.